The task is: Predict which catalyst facilitates the given reaction.. This data is from Catalyst prediction with 721,799 reactions and 888 catalyst types from USPTO. (1) Reactant: [C:1](#[N:3])[CH3:2].[Li]CCCC.[CH3:9][C:10]([CH3:22])([C:18](OC)=[O:19])[C:11]([O:13][C:14]([CH3:17])([CH3:16])[CH3:15])=[O:12].C(O)(=O)C. Product: [C:1]([CH2:2][C:18](=[O:19])[C:10]([CH3:22])([CH3:9])[C:11]([O:13][C:14]([CH3:16])([CH3:15])[CH3:17])=[O:12])#[N:3]. The catalyst class is: 134. (2) Reactant: [Br:1][C:2]1[CH:7]=[CH:6][C:5](I)=[CH:4][CH:3]=1.[C:9]([O:13][C:14](=[O:23])[NH:15][CH2:16][CH:17]1[CH2:22][CH2:21][NH:20][CH2:19][CH2:18]1)([CH3:12])([CH3:11])[CH3:10].C([O-])([O-])=O.[Cs+].[Cs+]. Product: [C:9]([O:13][C:14](=[O:23])[NH:15][CH2:16][CH:17]1[CH2:18][CH2:19][N:20]([C:5]2[CH:6]=[CH:7][C:2]([Br:1])=[CH:3][CH:4]=2)[CH2:21][CH2:22]1)([CH3:12])([CH3:10])[CH3:11]. The catalyst class is: 12.